From a dataset of Forward reaction prediction with 1.9M reactions from USPTO patents (1976-2016). Predict the product of the given reaction. (1) Given the reactants [CH2:1]([O:3][C:4]([C:6]1[CH:10]=[C:9]([Br:11])[S:8][C:7]=1Br)=[O:5])[CH3:2].N[C:14]1[CH:19]=[CH:18][CH:17]=[CH:16][C:15]=1[SH:20].C(=O)([O-])[O-].[Cs+].[Cs+].C1CCCCC1.C(OCC)(=O)C.C[N:40](C=O)C, predict the reaction product. The product is: [CH2:1]([O:3][C:4]([C:6]1[CH:10]=[C:9]([Br:11])[S:8][C:7]=1[SH:20]([NH2:40])[C:15]1[CH:16]=[CH:17][CH:18]=[CH:19][CH:14]=1)=[O:5])[CH3:2]. (2) Given the reactants [F:1][C:2]1[CH:7]=[CH:6][CH:5]=[CH:4][C:3]=1[C:8]1[N:13]=[C:12]2[C:14](I)=[CH:15][N:16]([S:17]([C:20]3[CH:26]=[CH:25][C:23]([CH3:24])=[CH:22][CH:21]=3)(=[O:19])=[O:18])[C:11]2=[CH:10][CH:9]=1.CC1(C)C(C)(C)OB([C:36]2[CH:37]=[C:38]([N:42]3[CH2:47][CH2:46][CH:45]([NH:48][C:49](=[O:55])[O:50][C:51]([CH3:54])([CH3:53])[CH3:52])[CH2:44][CH2:43]3)[CH:39]=[N:40][CH:41]=2)O1.C([O-])([O-])=O.[Na+].[Na+].CCO, predict the reaction product. The product is: [F:1][C:2]1[CH:7]=[CH:6][CH:5]=[CH:4][C:3]=1[C:8]1[N:13]=[C:12]2[C:14]([C:36]3[CH:37]=[C:38]([N:42]4[CH2:43][CH2:44][CH:45]([NH:48][C:49](=[O:55])[O:50][C:51]([CH3:53])([CH3:52])[CH3:54])[CH2:46][CH2:47]4)[CH:39]=[N:40][CH:41]=3)=[CH:15][N:16]([S:17]([C:20]3[CH:26]=[CH:25][C:23]([CH3:24])=[CH:22][CH:21]=3)(=[O:19])=[O:18])[C:11]2=[CH:10][CH:9]=1.